Dataset: Peptide-MHC class II binding affinity with 134,281 pairs from IEDB. Task: Regression. Given a peptide amino acid sequence and an MHC pseudo amino acid sequence, predict their binding affinity value. This is MHC class II binding data. (1) The peptide sequence is NNLMMIEQYPYVVIM. The MHC is DRB3_0101 with pseudo-sequence DRB3_0101. The binding affinity (normalized) is 0.583. (2) The peptide sequence is ANSHQRSDSSLVDEF. The MHC is DRB1_0101 with pseudo-sequence DRB1_0101. The binding affinity (normalized) is 0.149. (3) The peptide sequence is LNTITNLKVQLIRMA. The MHC is DRB1_0404 with pseudo-sequence DRB1_0404. The binding affinity (normalized) is 0.820. (4) The peptide sequence is YQGVQQKWDATATEL. The MHC is HLA-DPA10103-DPB10201 with pseudo-sequence HLA-DPA10103-DPB10201. The binding affinity (normalized) is 0.0365. (5) The MHC is DRB1_1501 with pseudo-sequence DRB1_1501. The peptide sequence is STNIRQAGVQYSR. The binding affinity (normalized) is 0.367. (6) The peptide sequence is ISASSAAQRRGRIGR. The MHC is DRB1_1101 with pseudo-sequence DRB1_1101. The binding affinity (normalized) is 0.234. (7) The peptide sequence is SASVLSFMDKGIPFM. The MHC is HLA-DQA10601-DQB10402 with pseudo-sequence HLA-DQA10601-DQB10402. The binding affinity (normalized) is 0.367. (8) The peptide sequence is ISRRDQRGSGQVVTY. The MHC is DRB1_0801 with pseudo-sequence DRB1_0801. The binding affinity (normalized) is 0.158. (9) The peptide sequence is ERVLDCRTAFKPVLV. The MHC is DRB4_0103 with pseudo-sequence DRB4_0103. The binding affinity (normalized) is 0.619. (10) The peptide sequence is EGHHLASAAIFGHDG. The binding affinity (normalized) is 0.377. The MHC is HLA-DPA10201-DPB10101 with pseudo-sequence HLA-DPA10201-DPB10101.